Dataset: Forward reaction prediction with 1.9M reactions from USPTO patents (1976-2016). Task: Predict the product of the given reaction. (1) The product is: [NH2:22][C:20]1[CH:21]=[C:16]([CH:17]=[CH:18][C:19]=1[CH3:30])[O:15][C:13]1[CH:12]=[CH:11][C:10]2[N:9]([N:8]=[C:7]([NH:6][C:4]([CH:1]3[CH2:3][CH2:2]3)=[O:5])[N:31]=2)[CH:14]=1. Given the reactants [CH:1]1([C:4]([NH:6][C:7]2[N:31]=[C:10]3[CH:11]=[CH:12][C:13]([O:15][C:16]4[CH:17]=[CH:18][C:19]([CH3:30])=[C:20]([NH:22]C(=O)OC(C)(C)C)[CH:21]=4)=[CH:14][N:9]3[N:8]=2)=[O:5])[CH2:3][CH2:2]1, predict the reaction product. (2) Given the reactants [CH2:1]([N:3]([CH2:13][CH3:14])[C:4]1[CH:11]=[CH:10][C:7]([CH:8]=O)=[C:6]([OH:12])[CH:5]=1)[CH3:2].C[O:16][C:17](=O)[CH2:18][C:19]1[CH:24]=[CH:23][C:22]([O:25][CH3:26])=[CH:21][CH:20]=1.N1CCCCC1.[H][H], predict the reaction product. The product is: [CH2:1]([N:3]([CH2:13][CH3:14])[C:4]1[CH:5]=[C:6]2[C:7]([CH:8]=[C:18]([C:19]3[CH:24]=[CH:23][C:22]([O:25][CH3:26])=[CH:21][CH:20]=3)[C:17](=[O:16])[O:12]2)=[CH:10][CH:11]=1)[CH3:2]. (3) Given the reactants FC(F)(F)C(O)=O.[NH2:8][C@H:9]([C:19]1[C:24]([C:25]2[CH:26]=[CH:27][C:28]([F:34])=[C:29]([CH:33]=2)[C:30]([NH2:32])=[O:31])=[CH:23][CH:22]=[CH:21][N:20]=1)[CH2:10][C:11]1[CH:16]=[C:15]([F:17])[CH:14]=[C:13]([F:18])[CH:12]=1.[CH3:35][O:36][C:37]1[CH:38]=[C:39]2[C:43](=[CH:44][CH:45]=1)[NH:42][C:41](=[O:46])[CH:40]2[CH2:47][C:48](O)=[O:49], predict the reaction product. The product is: [F:17][C:15]1[CH:16]=[C:11]([CH2:10][C@@H:9]([C:19]2[C:24]([C:25]3[CH:26]=[CH:27][C:28]([F:34])=[C:29]([CH:33]=3)[C:30]([NH2:32])=[O:31])=[CH:23][CH:22]=[CH:21][N:20]=2)[NH:8][C:48](=[O:49])[CH2:47][CH:40]2[C:39]3[C:43](=[CH:44][CH:45]=[C:37]([O:36][CH3:35])[CH:38]=3)[NH:42][C:41]2=[O:46])[CH:12]=[C:13]([F:18])[CH:14]=1. (4) The product is: [Cl:6][C:7]1[C:8]2[N:9]([CH:15]=[N:14][CH:13]=2)[CH:10]=[CH:11][N:12]=1. Given the reactants O=P(Cl)(Cl)Cl.[Cl:6][C:7]1[C:8]([CH2:13][NH:14][CH:15]=O)=[N:9][CH:10]=[CH:11][N:12]=1.C1C(=O)N(Br)C(=O)C1, predict the reaction product.